This data is from Peptide-MHC class I binding affinity with 185,985 pairs from IEDB/IMGT. The task is: Regression. Given a peptide amino acid sequence and an MHC pseudo amino acid sequence, predict their binding affinity value. This is MHC class I binding data. (1) The peptide sequence is AVAVHDFFK. The MHC is HLA-A31:01 with pseudo-sequence HLA-A31:01. The binding affinity (normalized) is 0.951. (2) The peptide sequence is MIKMFSQIDR. The MHC is HLA-A03:01 with pseudo-sequence HLA-A03:01. The binding affinity (normalized) is 0.286. (3) The peptide sequence is NQLDSSNKSM. The MHC is HLA-A02:06 with pseudo-sequence HLA-A02:06. The binding affinity (normalized) is 0.403. (4) The binding affinity (normalized) is 0.0847. The peptide sequence is YLGTPNNTY. The MHC is HLA-B08:01 with pseudo-sequence HLA-B08:01. (5) The peptide sequence is YRNFSFSLK. The MHC is HLA-B58:01 with pseudo-sequence HLA-B58:01. The binding affinity (normalized) is 0.0847. (6) The peptide sequence is YQGKTVWFV. The MHC is HLA-A02:01 with pseudo-sequence HLA-A02:01. The binding affinity (normalized) is 0.788.